Dataset: Experimentally validated miRNA-target interactions with 360,000+ pairs, plus equal number of negative samples. Task: Binary Classification. Given a miRNA mature sequence and a target amino acid sequence, predict their likelihood of interaction. Result: 0 (no interaction). The protein sequence of the target gene is MQNSHMDEYRNSSNGSTGNSSEVVVEHPTDFSTEIMNVTEMEQSPDDSPNVNASTEETEMASAVDLPVTLTETEANFPPEYEKFWKTVENNPQDFTGWVYLLQYVEQENHLMAARKAFDRFFIHYPYCYGYWKKYADLEKRHDNIKPSDEVYRRGLQAIPLSVDLWIHYINFLKETLDPGDPETNNTIRGTFEHAVLAAGTDFRSDRLWEMYINWENEQGNLREVTAIYDRILGIPTQLYSHHFQRFKEHVQNNLPRDLLTGEQFIQLRRELASVNGHSGDDGPPGDDLPSGIEDITDPA.... The miRNA is mmu-miR-344b-3p with sequence CAUUUAGCCAAAGCCUGACUGU.